From a dataset of Catalyst prediction with 721,799 reactions and 888 catalyst types from USPTO. Predict which catalyst facilitates the given reaction. (1) Reactant: [CH3:1][O:2][C:3](=[O:21])[CH2:4][CH2:5][CH2:6][C:7]#[C:8][C:9]1[CH:10]=[C:11]([CH3:20])[C:12]2[O:16][C:15](=[O:17])[N:14]([CH3:18])[C:13]=2[CH:19]=1.[CH2:22]([SnH:26]([CH2:31][CH2:32][CH2:33][CH3:34])[CH2:27][CH2:28][CH2:29][CH3:30])[CH2:23][CH2:24][CH3:25]. Product: [CH3:1][O:2][C:3](=[O:21])[CH2:4][CH2:5][CH2:6][CH:7]=[C:8]([C:9]1[CH:10]=[C:11]([CH3:20])[C:12]2[O:16][C:15](=[O:17])[N:14]([CH3:18])[C:13]=2[CH:19]=1)[Sn:26]([CH2:27][CH2:28][CH2:29][CH3:30])([CH2:31][CH2:32][CH2:33][CH3:34])[CH2:22][CH2:23][CH2:24][CH3:25]. The catalyst class is: 176. (2) Reactant: Br[C:2]1[CH:7]=[CH:6][C:5]([OH:8])=[CH:4][N:3]=1.[Br:9][C:10]1[CH:15]=[CH:14][C:13](B(O)O)=[C:12]([F:19])[CH:11]=1. Product: [Br:9][C:10]1[CH:15]=[CH:14][C:13]([C:2]2[N:3]=[CH:4][C:5]([OH:8])=[CH:6][CH:7]=2)=[C:12]([F:19])[CH:11]=1. The catalyst class is: 628. (3) Reactant: [C:1]1([C:7]2[NH:8][CH:9]=[C:10]([CH:12]=[O:13])[N:11]=2)[CH:6]=[CH:5][CH:4]=[CH:3][CH:2]=1.[H-].[Na+].[F:16][C:17]1[CH:22]=[CH:21][CH:20]=[C:19]([F:23])[C:18]=1[S:24](Cl)(=[O:26])=[O:25].O. Product: [F:16][C:17]1[CH:22]=[CH:21][CH:20]=[C:19]([F:23])[C:18]=1[S:24]([N:8]1[CH:9]=[C:10]([CH:12]=[O:13])[N:11]=[C:7]1[C:1]1[CH:2]=[CH:3][CH:4]=[CH:5][CH:6]=1)(=[O:26])=[O:25]. The catalyst class is: 7. (4) Reactant: [Cl:1][C:2]1[C:11]2[C:6](=[CH:7][C:8]([O:15][CH2:16][CH3:17])=[C:9]([O:12][CH2:13][CH3:14])[CH:10]=2)[N:5]=[C:4]([CH2:18][Cl:19])[N:3]=1.[CH3:20][C:21]1[S:22][CH:23]=[C:24]([C:26]2[CH:27]=[C:28]([NH2:32])[CH:29]=[CH:30][CH:31]=2)[N:25]=1. Product: [ClH:1].[Cl:19][CH2:18][C:4]1[N:3]=[C:2]([NH:32][C:28]2[CH:29]=[CH:30][CH:31]=[C:26]([C:24]3[N:25]=[C:21]([CH3:20])[S:22][CH:23]=3)[CH:27]=2)[C:11]2[C:6](=[CH:7][C:8]([O:15][CH2:16][CH3:17])=[C:9]([O:12][CH2:13][CH3:14])[CH:10]=2)[N:5]=1. The catalyst class is: 41. (5) Product: [CH3:32][N:31]([CH3:33])[C:28]1[CH:29]=[CH:30][C:25]([C:23]2[NH:24][C:9](=[O:8])[C:10]([C:11]([OH:13])=[O:12])=[C:21]([OH:37])[C:22]=2[CH2:34][O:35][CH3:36])=[CH:26][CH:27]=1. Reactant: C([O:8][C:9]1[N:24]=[C:23]([C:25]2[CH:30]=[CH:29][C:28]([N:31]([CH3:33])[CH3:32])=[CH:27][CH:26]=2)[C:22]([CH2:34][O:35][CH3:36])=[C:21]([O:37]CC2C=CC=CC=2)[C:10]=1[C:11]([O:13]CC1C=CC=CC=1)=[O:12])C1C=CC=CC=1. The catalyst class is: 687. (6) Reactant: [CH3:1][S:2](Cl)(=[O:4])=[O:3].[O:6]([C:13]1[N:18]=[N:17][C:16]([CH2:19][CH2:20][C:21]2[CH:30]=[CH:29][C:24]([O:25][CH2:26][CH2:27][OH:28])=[CH:23][CH:22]=2)=[CH:15][CH:14]=1)[C:7]1[CH:12]=[CH:11][CH:10]=[CH:9][CH:8]=1.C(N(CC)CC)C.O. Product: [O:6]([C:13]1[N:18]=[N:17][C:16]([CH2:19][CH2:20][C:21]2[CH:22]=[CH:23][C:24]([O:25][CH2:26][CH2:27][O:28][S:2]([CH3:1])(=[O:4])=[O:3])=[CH:29][CH:30]=2)=[CH:15][CH:14]=1)[C:7]1[CH:8]=[CH:9][CH:10]=[CH:11][CH:12]=1. The catalyst class is: 2. (7) Reactant: [Cl:1][C:2]1[CH:3]=[C:4]([N:10]2[C:14](=[O:15])[CH2:13][CH:12]([NH:16]C(=O)OC(C)(C)C)[CH2:11]2)[CH:5]=[CH:6][C:7]=1[O:8][CH3:9].FC(F)(F)C(O)=O.[OH-].[Na+]. Product: [NH2:16][CH:12]1[CH2:11][N:10]([C:4]2[CH:5]=[CH:6][C:7]([O:8][CH3:9])=[C:2]([Cl:1])[CH:3]=2)[C:14](=[O:15])[CH2:13]1. The catalyst class is: 4. (8) Reactant: C[O:2][C:3](=[O:37])[CH2:4][C:5]1[CH:6]=[C:7]([C:13]2[CH:18]=[CH:17][C:16]([C:19]([F:22])([F:21])[F:20])=[CH:15][C:14]=2[CH2:23][N:24]([CH2:35][CH3:36])[C:25]([NH:27][CH2:28][C:29]2[CH:34]=[CH:33][CH:32]=[CH:31][CH:30]=2)=[O:26])[C:8]([O:11][CH3:12])=[CH:9][CH:10]=1.[Li+].[OH-].Cl. Product: [CH2:28]([NH:27][C:25](=[O:26])[N:24]([CH2:23][C:14]1[CH:15]=[C:16]([C:19]([F:21])([F:22])[F:20])[CH:17]=[CH:18][C:13]=1[C:7]1[C:8]([O:11][CH3:12])=[CH:9][CH:10]=[C:5]([CH2:4][C:3]([OH:37])=[O:2])[CH:6]=1)[CH2:35][CH3:36])[C:29]1[CH:30]=[CH:31][CH:32]=[CH:33][CH:34]=1. The catalyst class is: 1. (9) Reactant: [F:1][C:2]1[CH:3]=[C:4]2[C:8](=[CH:9][CH:10]=1)[NH:7][C:6](=[O:11])[C:5]2=[N:12][N:13]=[CH:14][C:15]1[NH:19][C:18]([CH3:20])=[C:17]([C:21]([NH:23][CH2:24][CH2:25][CH2:26][CH2:27][CH2:28][C:29](O)=[O:30])=[O:22])[C:16]=1[CH3:32].Cl.C(N=C=NCCCN(C)C)C.OC1C2N=NNC=2C=CC=1.C(N(CC)CC)C.[CH3:62][O:63][C:64]1[CH:69]=[CH:68][C:67]([NH2:70])=[C:66]([NH2:71])[CH:65]=1. Product: [F:1][C:2]1[CH:3]=[C:4]2[C:8](=[CH:9][CH:10]=1)[NH:7][C:6](=[O:11])[C:5]2=[N:12][N:13]=[CH:14][C:15]1[NH:19][C:18]([CH3:20])=[C:17]([C:21]([NH:23][CH2:24][CH2:25][CH2:26][CH2:27][CH2:28][C:29]([NH:70][C:67]2[CH:68]=[CH:69][C:64]([O:63][CH3:62])=[CH:65][C:66]=2[NH2:71])=[O:30])=[O:22])[C:16]=1[CH3:32]. The catalyst class is: 650. (10) Reactant: [C:1]([C:5]1[CH:10]=[CH:9][C:8]([NH:11][C:12]2[C:13]3[CH2:21][CH2:20][NH:19][CH2:18][C:14]=3[N:15]=[CH:16][N:17]=2)=[CH:7][CH:6]=1)([CH3:4])([CH3:3])[CH3:2].[Cl:22][C:23]1[C:28]([Cl:29])=[CH:27][CH:26]=[CH:25][N:24]=1.C(=O)([O-])[O-].[K+].[K+]. Product: [ClH:22].[C:1]([C:5]1[CH:10]=[CH:9][C:8]([NH:11][C:12]2[C:13]3[CH2:21][CH2:20][N:19]([C:23]4[C:28]([Cl:29])=[CH:27][CH:26]=[CH:25][N:24]=4)[CH2:18][C:14]=3[N:15]=[CH:16][N:17]=2)=[CH:7][CH:6]=1)([CH3:4])([CH3:2])[CH3:3]. The catalyst class is: 18.